From a dataset of Catalyst prediction with 721,799 reactions and 888 catalyst types from USPTO. Predict which catalyst facilitates the given reaction. (1) Reactant: [CH3:1][C:2]1[C:3]([C:8]2[N:13]3[N:14]=[C:15]([NH2:17])[N:16]=[C:12]3[CH:11]=[C:10]([C:18]3[CH:19]=[N:20][CH:21]=[CH:22][CH:23]=3)[CH:9]=2)=[N:4][CH:5]=[CH:6][CH:7]=1.S([N:34]=[C:35]=[O:36])(C1C=CC(C)=CC=1)(=O)=O.N[CH2:38]C. Product: [CH3:38][NH:34][C:35]([NH:17][C:15]1[N:16]=[C:12]2[CH:11]=[C:10]([C:18]3[CH:19]=[N:20][CH:21]=[CH:22][CH:23]=3)[CH:9]=[C:8]([C:3]3[C:2]([CH3:1])=[CH:7][CH:6]=[CH:5][N:4]=3)[N:13]2[N:14]=1)=[O:36]. The catalyst class is: 198. (2) Reactant: [NH2:1][C:2]1[CH:7]=[C:6]([O:8][CH3:9])[CH:5]=[CH:4][C:3]=1[OH:10].[F:11][C:12]1[CH:19]=[CH:18][C:15]([CH:16]=O)=[CH:14][CH:13]=1.C(C1C(=O)C(Cl)=C(Cl)C(=O)C=1C#N)#N. Product: [F:11][C:12]1[CH:19]=[CH:18][C:15]([C:16]2[O:10][C:3]3[CH:4]=[CH:5][C:6]([O:8][CH3:9])=[CH:7][C:2]=3[N:1]=2)=[CH:14][CH:13]=1. The catalyst class is: 5. (3) Reactant: [CH2:1]([C:5]1[C:9]([C:10](O)=[O:11])=[C:8](/[CH:13]=[CH:14]/[C:15]2[CH:20]=[CH:19][CH:18]=[CH:17][CH:16]=2)[O:7][N:6]=1)[CH2:2][CH2:3][CH3:4].C(N(CC)CC)C.ClC(OCC)=O.[BH4-].[Na+]. Product: [CH2:1]([C:5]1[C:9]([CH2:10][OH:11])=[C:8](/[CH:13]=[CH:14]/[C:15]2[CH:20]=[CH:19][CH:18]=[CH:17][CH:16]=2)[O:7][N:6]=1)[CH2:2][CH2:3][CH3:4]. The catalyst class is: 20. (4) Reactant: [CH:1]([CH:3]1[CH2:8][CH2:7][CH2:6][CH2:5][CH2:4]1)=[CH2:2].C(O)/C=C\[CH2:12][OH:13]. Product: [CH:3]1([CH:1]=[CH:2][CH2:12][OH:13])[CH2:8][CH2:7][CH2:6][CH2:5][CH2:4]1. The catalyst class is: 7. (5) Reactant: [CH3:1][C:2]1([CH3:20])[C:10]2[C:5](=[CH:6][CH:7]=[CH:8][CH:9]=2)[N:4]([C:11]2[CH:16]=[CH:15][CH:14]=[CH:13][C:12]=2[N+:17]([O-])=O)[CH2:3]1. Product: [CH3:1][C:2]1([CH3:20])[C:10]2[C:5](=[CH:6][CH:7]=[CH:8][CH:9]=2)[N:4]([C:11]2[CH:16]=[CH:15][CH:14]=[CH:13][C:12]=2[NH2:17])[CH2:3]1. The catalyst class is: 19. (6) Reactant: [O:1]=[S:2]1(=[O:15])[CH2:7][CH2:6][N:5]([CH2:8][C@H:9]([OH:14])[C:10]([F:13])([F:12])[F:11])[CH2:4][CH2:3]1.C(#N)C.[Cl:19][C:20]1[CH:25]=[CH:24][C:23]([N:26]=[C:27]=[O:28])=[CH:22][CH:21]=1.Cl. Product: [ClH:19].[O:15]=[S:2]1(=[O:1])[CH2:3][CH2:4][N:5]([CH2:8][C@H:9]([O:14][C:27](=[O:28])[NH:26][C:23]2[CH:24]=[CH:25][C:20]([Cl:19])=[CH:21][CH:22]=2)[C:10]([F:13])([F:11])[F:12])[CH2:6][CH2:7]1. The catalyst class is: 788. (7) Reactant: Cl[CH2:2][C:3]([N:5]1[C:13]2[C:8](=[CH:9][C:10]([O:14][CH2:15][C:16]3[S:17][C:18]([C:27]([F:30])([F:29])[F:28])=[C:19]([C:21]4[CH:26]=[CH:25][CH:24]=[CH:23][CH:22]=4)[CH:20]=3)=[CH:11][CH:12]=2)[CH2:7][CH2:6]1)=[O:4].Cl.[CH3:32][O:33][C:34](=[O:39])[CH:35]([OH:38])[CH2:36][NH2:37].CCN(C(C)C)C(C)C. Product: [CH3:32][O:33][C:34](=[O:39])[CH:35]([OH:38])[CH2:36][NH:37][CH2:2][C:3](=[O:4])[N:5]1[C:13]2[C:8](=[CH:9][C:10]([O:14][CH2:15][C:16]3[S:17][C:18]([C:27]([F:30])([F:29])[F:28])=[C:19]([C:21]4[CH:26]=[CH:25][CH:24]=[CH:23][CH:22]=4)[CH:20]=3)=[CH:11][CH:12]=2)[CH2:7][CH2:6]1. The catalyst class is: 10. (8) Reactant: [CH3:1][O:2][C:3]1[CH:4]=[C:5]2[C:10](=[CH:11][CH:12]=1)[CH:9]=[C:8]([CH:13]([CH3:17])[C:14]([OH:16])=[O:15])[CH:7]=[CH:6]2.[CH2:18](O)[CH3:19]. Product: [CH3:1][O:2][C:3]1[CH:4]=[C:5]2[C:10](=[CH:11][CH:12]=1)[CH:9]=[C:8]([CH:13]([CH3:17])[C:14]([O:16][CH2:18][CH3:19])=[O:15])[CH:7]=[CH:6]2. The catalyst class is: 82. (9) Reactant: [C:1]([O:5][C:6]([NH:8][C@@H:9]([CH2:13][NH:14][C:15]1[CH:20]=[CH:19][CH:18]=[CH:17][C:16]=1[NH2:21])[C:10]([OH:12])=O)=[O:7])([CH3:4])([CH3:3])[CH3:2].C(OC(N[C@@H:30](CNC1C=CC=CC=1[N+]([O-])=O)[C:31]([OH:33])=[O:32])=O)(C)(C)C.[CH3:45]O. Product: [CH3:45][O:33][C:31](=[O:32])[CH2:30][N:21]1[C:16]2[CH:17]=[CH:18][CH:19]=[CH:20][C:15]=2[NH:14][CH2:13][C@H:9]([NH:8][C:6]([O:5][C:1]([CH3:2])([CH3:3])[CH3:4])=[O:7])[C:10]1=[O:12]. The catalyst class is: 45.